From a dataset of Catalyst prediction with 721,799 reactions and 888 catalyst types from USPTO. Predict which catalyst facilitates the given reaction. (1) Reactant: [Br:1][C:2]1[CH:7]=[CH:6][C:5]([F:8])=[CH:4][C:3]=1[N+:9]([O-])=O.[CH:12]([Mg]Br)=[CH2:13]. Product: [Br:1][C:2]1[CH:7]=[CH:6][C:5]([F:8])=[C:4]2[C:3]=1[NH:9][CH:13]=[CH:12]2. The catalyst class is: 1. (2) Reactant: [CH2:1]([N:3](CC)CC)C.[CH2:8]([OH:10])[CH3:9].[CH3:11][C:12]1[C:16]([C:17]2[C:26]3[O:25][CH2:24][C@H:23]([C:27]4[CH:32]=[CH:31][CH:30]=[CH:29][N:28]=4)[N:22]4[C:33]([N:35]5[CH2:39][CH2:38][C@@H:37]([NH:40][CH3:41])[CH2:36]5)=[N:34][C:20]([C:21]=34)=[CH:19][CH:18]=2)=[C:15]([CH3:42])[O:14][N:13]=1.O=C1CCC(=O)N1OC(=O)CC#N. The catalyst class is: 61. Product: [C:1]([CH2:9][C:8]([N:40]([C@@H:37]1[CH2:38][CH2:39][N:35]([C:33]2[N:22]3[C@@H:23]([C:27]4[CH:32]=[CH:31][CH:30]=[CH:29][N:28]=4)[CH2:24][O:25][C:26]4=[C:21]3[C:20](=[CH:19][CH:18]=[C:17]4[C:16]3[C:12]([CH3:11])=[N:13][O:14][C:15]=3[CH3:42])[N:34]=2)[CH2:36]1)[CH3:41])=[O:10])#[N:3]. (3) Reactant: Cl[C:2]1[N:11]=[CH:10][C:9]2[N:8]([CH:12]3[CH2:17][CH2:16][O:15][CH2:14][CH2:13]3)[C:7](=[O:18])[CH:6]3[CH2:19][O:20][CH2:21][CH2:22][N:5]3[C:4]=2[N:3]=1.[CH:23]1([NH:26][C:27]([NH:29][C:30]2[CH:35]=[CH:34][C:33](B3OC(C)(C)C(C)(C)O3)=[CH:32][CH:31]=2)=[O:28])[CH2:25][CH2:24]1.C(=O)(O)[O-].[Na+]. Product: [CH:23]1([NH:26][C:27]([NH:29][C:30]2[CH:35]=[CH:34][C:33]([C:2]3[N:11]=[CH:10][C:9]4[N:8]([CH:12]5[CH2:17][CH2:16][O:15][CH2:14][CH2:13]5)[C:7](=[O:18])[CH:6]5[CH2:19][O:20][CH2:21][CH2:22][N:5]5[C:4]=4[N:3]=3)=[CH:32][CH:31]=2)=[O:28])[CH2:25][CH2:24]1. The catalyst class is: 75. (4) Reactant: Cl.[C:2]([CH2:4][NH:5][C:6]([C@@H:8]1[CH2:12][C@@H:11]([S:13]([C:16]2[CH:21]=[CH:20][CH:19]=[CH:18][C:17]=2[C:22]([F:25])([F:24])[F:23])(=[O:15])=[O:14])[CH2:10][NH:9]1)=[O:7])#[N:3].C(N(C(C)C)CC)(C)C.Cl[C:36]([O:38][CH:39]1[CH2:43][CH2:42][CH2:41][CH2:40]1)=[O:37]. Product: [CH:39]1([O:38][C:36]([N:9]2[CH2:10][C@H:11]([S:13]([C:16]3[CH:21]=[CH:20][CH:19]=[CH:18][C:17]=3[C:22]([F:25])([F:23])[F:24])(=[O:15])=[O:14])[CH2:12][C@H:8]2[C:6](=[O:7])[NH:5][CH2:4][C:2]#[N:3])=[O:37])[CH2:43][CH2:42][CH2:41][CH2:40]1. The catalyst class is: 10. (5) Reactant: [C:1]1([NH:11][S:12]([C:15]2[CH:20]=[CH:19][C:18]([N+:21]([O-])=O)=[CH:17][CH:16]=2)(=[O:14])=[O:13])[C:10]2[C:5](=[CH:6][CH:7]=[CH:8][CH:9]=2)[CH:4]=[CH:3][CH:2]=1.O.O.[Sn](Cl)Cl.[OH-].[Na+]. Product: [NH2:21][C:18]1[CH:19]=[CH:20][C:15]([S:12]([NH:11][C:1]2[C:10]3[C:5](=[CH:6][CH:7]=[CH:8][CH:9]=3)[CH:4]=[CH:3][CH:2]=2)(=[O:14])=[O:13])=[CH:16][CH:17]=1. The catalyst class is: 25. (6) Reactant: [Br:1][C:2]1[CH:3]=[CH:4][C:5]([O:10][CH2:11][C:12]2([CH3:16])[CH2:15][O:14][CH2:13]2)=[C:6]([CH:9]=1)[CH:7]=O.[CH3:17][Si:18]([N-][Si:18]([CH3:20])([CH3:19])[CH3:17])([CH3:20])[CH3:19].[Li+].C[Si](Cl)(C)C.[CH2:32]([N:34](CC)CC)[CH3:33].C(Cl)(=[O:41])C. Product: [Br:1][C:2]1[CH:3]=[CH:4][C:5]([O:10][CH2:11][C:12]2([CH3:16])[CH2:15][O:14][CH2:13]2)=[C:6]([CH:7]=[N:34][C:32]([O:41][Si:18]([CH3:20])([CH3:19])[CH3:17])=[CH2:33])[CH:9]=1. The catalyst class is: 165. (7) Reactant: [C:1]([C:5]1[CH:10]=[CH:9][C:8]([S:11](O)(=[O:13])=[O:12])=[C:7]([F:15])[CH:6]=1)([CH3:4])([CH3:3])[CH3:2].C(C1C=C(F)C=CC=1S(O)(=O)=O)(C)(C)C.P(Cl)(Cl)(Cl)(Cl)[Cl:32]. Product: [C:1]([C:5]1[CH:10]=[CH:9][C:8]([S:11]([Cl:32])(=[O:13])=[O:12])=[C:7]([F:15])[CH:6]=1)([CH3:4])([CH3:3])[CH3:2]. The catalyst class is: 68. (8) Reactant: O.[N:2]1(C(OCC2C=CC=CC=2)=O)[CH2:7][CH2:6][CH:5]([C:8]([O:10][C:11]([CH3:14])([CH3:13])[CH3:12])=[O:9])[CH2:4][CH2:3]1.[H][H].CO. Product: [NH:2]1[CH2:7][CH2:6][CH:5]([C:8]([O:10][C:11]([CH3:14])([CH3:13])[CH3:12])=[O:9])[CH2:4][CH2:3]1. The catalyst class is: 99.